The task is: Predict the reaction yield, written as a fraction of the theoretical maximum amount of product (1.0 means a 100% yield; for example, 0.34 means a 34% yield).. This data is from Reaction yield outcomes from USPTO patents with 853,638 reactions. (1) The reactants are CS(O[CH2:6][C:7]1[CH:11]=[C:10]([C:12]2[C:13]([C:42](=[O:46])[NH:43][CH2:44][CH3:45])=[N:14][O:15][C:16]=2[C:17]2[CH:22]=[C:21]([CH:23]([CH3:25])[CH3:24])[C:20]([O:26][CH2:27][C:28]3[CH:33]=[CH:32][CH:31]=[CH:30][CH:29]=3)=[CH:19][C:18]=2[O:34][CH2:35][C:36]2[CH:41]=[CH:40][CH:39]=[CH:38][CH:37]=2)[O:9][N:8]=1)(=O)=O.[NH:47]1[CH2:52][CH2:51][CH2:50][CH2:49][CH2:48]1. No catalyst specified. The product is [CH2:35]([O:34][C:18]1[CH:19]=[C:20]([O:26][CH2:27][C:28]2[CH:29]=[CH:30][CH:31]=[CH:32][CH:33]=2)[C:21]([CH:23]([CH3:24])[CH3:25])=[CH:22][C:17]=1[C:16]1[O:15][N:14]=[C:13]([C:42]([NH:43][CH2:44][CH3:45])=[O:46])[C:12]=1[C:10]1[O:9][N:8]=[C:7]([CH2:6][N:47]2[CH2:52][CH2:51][CH2:50][CH2:49][CH2:48]2)[CH:11]=1)[C:36]1[CH:41]=[CH:40][CH:39]=[CH:38][CH:37]=1. The yield is 0.950. (2) The reactants are [C:1]([O:4][C:5]1[CH:10]=[CH:9][C:8]([CH:11]([O:16][S:17]([C:20]2[CH:25]=[CH:24][CH:23]=[CH:22][C:21]=2[N+:26]([O-])=O)(=[O:19])=[O:18])[C:12]([F:15])([F:14])[F:13])=[CH:7][CH:6]=1)(=[O:3])[CH3:2]. The catalyst is [Pd].C(O)C. The product is [C:1]([O:4][C:5]1[CH:10]=[CH:9][C:8]([CH:11]([O:16][S:17]([C:20]2[CH:25]=[CH:24][CH:23]=[CH:22][C:21]=2[NH2:26])(=[O:18])=[O:19])[C:12]([F:15])([F:13])[F:14])=[CH:7][CH:6]=1)(=[O:3])[CH3:2]. The yield is 0.990. (3) The reactants are [Cl:1][C:2]1[CH:10]=[C:9]2[C:5]([CH:6]=[CH:7][N:8]2[S:11]([C:14]2[CH:19]=[CH:18][C:17]([O:20][CH3:21])=[C:16]([N:22]3[CH2:27][CH2:26][NH:25][CH2:24][CH2:23]3)[CH:15]=2)(=[O:13])=[O:12])=[CH:4][CH:3]=1.[C:28]([BH3-])#N.[Na+].C=O. The catalyst is CO. The product is [Cl:1][C:2]1[CH:10]=[C:9]2[C:5]([CH:6]=[CH:7][N:8]2[S:11]([C:14]2[CH:19]=[CH:18][C:17]([O:20][CH3:21])=[C:16]([N:22]3[CH2:23][CH2:24][N:25]([CH3:28])[CH2:26][CH2:27]3)[CH:15]=2)(=[O:13])=[O:12])=[CH:4][CH:3]=1. The yield is 0.590. (4) The reactants are [Si]([O:8][C@@H:9]([CH3:36])[C@@H:10]([NH:24][C:25]1[C:33]2[CH:32]=[CH:31][S:30][C:29]=2[C:28]([C:34]#[N:35])=[CH:27][CH:26]=1)[C:11]1[O:12][C:13]([C:16]2[CH:21]=[CH:20][C:19]([C:22]#[N:23])=[CH:18][CH:17]=2)=[N:14][N:15]=1)(C(C)(C)C)(C)C.CCCC[N+](CCCC)(CCCC)CCCC.[F-]. The catalyst is C1COCC1. The product is [C:22]([C:19]1[CH:20]=[CH:21][C:16]([C:13]2[O:12][C:11]([C@H:10]([NH:24][C:25]3[C:33]4[CH:32]=[CH:31][S:30][C:29]=4[C:28]([C:34]#[N:35])=[CH:27][CH:26]=3)[C@@H:9]([OH:8])[CH3:36])=[N:15][N:14]=2)=[CH:17][CH:18]=1)#[N:23]. The yield is 0.630. (5) The reactants are C(OC(=O)N[C@@H:8]([CH2:14][N:15]([C:25]([O:27][CH2:28][C:29]1[CH:34]=[CH:33][CH:32]=[CH:31][CH:30]=1)=[O:26])[CH2:16][C:17]1[CH:22]=[CH:21][C:20]([CH3:23])=[CH:19][C:18]=1[CH3:24])[C@@H:9]([OH:13])[CH2:10][CH2:11][CH3:12])(C)(C)C.C(O)(C(F)(F)F)=O.[C:43]([O:47][C:48](=[O:84])[NH:49][C:50]1[CH:55]=[C:54]([C:56]([F:59])([F:58])[F:57])[CH:53]=[C:52]([NH:60][C:61](=[O:83])[CH2:62][C:63](=[O:82])[NH:64][C@@H](CNCC2C=CC(C)=CC=2C)[C@@H](O)CCC)[CH:51]=1)([CH3:46])([CH3:45])[CH3:44].C(N(CC)C(C)C)(C)C.CN(C(ON1N=NC2C=CC=NC1=2)=[N+](C)C)C.F[P-](F)(F)(F)(F)F. The catalyst is C(Cl)Cl. The product is [C:43]([O:47][C:48](=[O:84])[NH:49][C:50]1[CH:55]=[C:54]([C:56]([F:58])([F:59])[F:57])[CH:53]=[C:52]([NH:60][C:61](=[O:83])[CH2:62][C:63](=[O:82])[NH:64][C@@H:8]([CH2:14][N:15]([C:25]([O:27][CH2:28][C:29]2[CH:30]=[CH:31][CH:32]=[CH:33][CH:34]=2)=[O:26])[CH2:16][C:17]2[CH:22]=[CH:21][C:20]([CH3:23])=[CH:19][C:18]=2[CH3:24])[C@@H:9]([OH:13])[CH2:10][CH2:11][CH3:12])[CH:51]=1)([CH3:46])([CH3:44])[CH3:45]. The yield is 0.750. (6) The reactants are [CH3:1][O:2][C:3]1[C:4]([N+:20]([O-])=O)=[CH:5][C:6]2[CH2:12][CH2:11][CH:10]([N:13]3[CH2:18][CH2:17][O:16][CH2:15][CH2:14]3)[CH2:9][CH2:8][C:7]=2[CH:19]=1.[CH3:1][O:2][C:3]1[C:4]([NH2:20])=[CH:5][C:6]2[CH2:12][CH2:11][CH:10]([N:13]3[CH2:14][CH2:15][O:16][CH2:17][CH2:18]3)[CH2:9][CH2:8][C:7]=2[CH:19]=1.C(O)C.[H][H]. The catalyst is [Pd]. The product is [CH3:1][O:2][C:3]1[C:4]([NH2:20])=[CH:5][C:6]2[CH2:12][CH2:11][CH:10]([N:13]3[CH2:14][CH2:15][O:16][CH2:17][CH2:18]3)[CH2:9][CH2:8][C:7]=2[CH:19]=1. The yield is 0.840. (7) The reactants are [CH2:1]([C:3]1[C:8](=[O:9])[NH:7][C:6]([CH3:10])=[C:5]([C:11]2[S:15][C:14]([S:16]([Cl:19])(=[O:18])=[O:17])=[CH:13][CH:12]=2)[CH:4]=1)[CH3:2].[OH:20][CH:21]1[CH2:25][CH2:24][N:23]([CH2:26][CH2:27][CH2:28][NH2:29])[CH2:22]1. No catalyst specified. The product is [ClH:19].[OH:20][CH:21]1[CH2:25][CH2:24][N:23]([CH2:26][CH2:27][CH2:28][NH:29][S:16]([C:14]2[S:15][C:11]([C:5]3[CH:4]=[C:3]([CH2:1][CH3:2])[C:8](=[O:9])[NH:7][C:6]=3[CH3:10])=[CH:12][CH:13]=2)(=[O:18])=[O:17])[CH2:22]1. The yield is 0.400. (8) The reactants are [F:1][C:2]1[CH:7]=[CH:6][CH:5]=[C:4]([F:8])[C:3]=1[O:9][C:10]1[CH:15]=[CH:14][C:13](I)=[CH:12][CH:11]=1.[CH3:17][C:18]1([CH3:34])[C:22]([CH3:24])([CH3:23])[O:21][B:20]([B:20]2[O:21][C:22]([CH3:24])([CH3:23])[C:18]([CH3:34])([CH3:17])[O:19]2)[O:19]1.C([O-])(=O)C.[K+]. The catalyst is CN(C)C=O.CC([O-])=O.CC([O-])=O.[Pd+2]. The product is [F:1][C:2]1[CH:7]=[CH:6][CH:5]=[C:4]([F:8])[C:3]=1[O:9][C:10]1[CH:15]=[CH:14][C:13]([B:20]2[O:21][C:22]([CH3:24])([CH3:23])[C:18]([CH3:34])([CH3:17])[O:19]2)=[CH:12][CH:11]=1. The yield is 0.750. (9) The reactants are [NH2:1][C:2]1[CH:11]=[CH:10][CH:9]=[CH:8][C:3]=1[C:4]([NH:6][CH3:7])=[O:5].[Cl:12][C:13]1[N:18]=[C:17](Cl)[C:16]([Cl:20])=[CH:15][N:14]=1.C([O-])([O-])=O.[K+].[K+]. The catalyst is CC(N(C)C)=O. The product is [Cl:12][C:13]1[N:18]=[C:17]([NH:1][C:2]2[CH:11]=[CH:10][CH:9]=[CH:8][C:3]=2[C:4]([NH:6][CH3:7])=[O:5])[C:16]([Cl:20])=[CH:15][N:14]=1. The yield is 0.860.